From a dataset of Forward reaction prediction with 1.9M reactions from USPTO patents (1976-2016). Predict the product of the given reaction. (1) Given the reactants [CH3:1][C:2]1[C:8]([OH:9])=[CH:7][CH:6]=[CH:5][C:3]=1[OH:4].[CH3:10][O:11][C:12]1[CH:17]=[CH:16][C:15]([CH2:18][C:19](O)=[O:20])=[CH:14][CH:13]=1.B(F)(F)F.CCOCC, predict the reaction product. The product is: [OH:4][C:3]1[C:2]([CH3:1])=[C:8]([OH:9])[CH:7]=[CH:6][C:5]=1[C:19](=[O:20])[CH2:18][C:15]1[CH:16]=[CH:17][C:12]([O:11][CH3:10])=[CH:13][CH:14]=1. (2) The product is: [CH2:1]([O:3][C:4]1[CH:9]=[CH:8][CH:7]=[CH:6][C:5]=1[C:10]1[N:15]=[CH:14][N:13]=[C:12]([NH:16][C:17]([CH:19]2[CH2:24][CH2:23][N:29]([CH2:28][CH3:25])[CH2:21][CH2:20]2)=[O:18])[CH:11]=1)[CH3:2]. Given the reactants [CH2:1]([O:3][C:4]1[CH:9]=[CH:8][CH:7]=[CH:6][C:5]=1[C:10]1[N:15]=[CH:14][N:13]=[C:12]([NH:16][C:17]([CH:19]2[CH2:24][CH2:23]N[CH2:21][CH2:20]2)=[O:18])[CH:11]=1)[CH3:2].[CH2:25]=O.[BH3-][C:28]#[N:29].[Na+], predict the reaction product. (3) Given the reactants [C:1]([C:5]1[O:9][N:8]=[C:7]([NH:10][C:11](=[O:26])[C:12]([S:15]([C:18]2[CH:23]=[CH:22][C:21]([O:24]C)=[CH:20][CH:19]=2)(=[O:17])=[O:16])([CH3:14])[CH3:13])[CH:6]=1)([CH3:4])([CH3:3])[CH3:2].B(Br)(Br)Br.C([O-])(O)=O.[Na+], predict the reaction product. The product is: [C:1]([C:5]1[O:9][N:8]=[C:7]([NH:10][C:11](=[O:26])[C:12]([S:15]([C:18]2[CH:19]=[CH:20][C:21]([OH:24])=[CH:22][CH:23]=2)(=[O:17])=[O:16])([CH3:14])[CH3:13])[CH:6]=1)([CH3:2])([CH3:3])[CH3:4]. (4) Given the reactants I[C:2]1[NH:20][C:5]2=[N:6][CH:7]=[C:8]([NH:10][C:11]([C:13]3[NH:17][N:16]=[C:15]([CH3:18])[C:14]=3[CH3:19])=[O:12])[CH:9]=[C:4]2[CH:3]=1.ClC1N=CC([NH:28][C:29]([C:31]2NN=[C:33]([CH3:36])[C:32]=2C)=O)=CN=1.C(=O)([O-])[O-].[K+].[K+].O, predict the reaction product. The product is: [CH3:18][C:15]1[C:14]([CH3:19])=[C:13]([C:11]([NH:10][C:8]2[CH:9]=[C:4]3[CH:3]=[C:2]([C:32]4[CH2:33][CH2:36][NH:28][CH2:29][CH:31]=4)[NH:20][C:5]3=[N:6][CH:7]=2)=[O:12])[NH:17][N:16]=1. (5) Given the reactants CS[C:3]1[N:4]([C:15]2[CH:20]=[CH:19][C:18]([O:21][CH2:22][C:23]([F:26])([F:25])[F:24])=[CH:17][CH:16]=2)[C:5](=[O:14])[C:6]2[CH:12]=[CH:11][C:10](=[O:13])[NH:9][C:7]=2[N:8]=1.[O-:27][CH2:28][CH3:29].[Na+].Cl, predict the reaction product. The product is: [CH2:28]([O:27][C:3]1[N:4]([C:15]2[CH:20]=[CH:19][C:18]([O:21][CH2:22][C:23]([F:26])([F:25])[F:24])=[CH:17][CH:16]=2)[C:5](=[O:14])[C:6]2[CH:12]=[CH:11][C:10](=[O:13])[NH:9][C:7]=2[N:8]=1)[CH3:29]. (6) Given the reactants [H-].[Na+].[OH:3]/[N:4]=[C:5](\[CH2:11][CH2:12][CH2:13][CH3:14])/[C:6]([O:8]CC)=[O:7].Cl[CH2:16][C:17]1[CH:36]=[CH:35][C:20]([O:21][CH2:22][C:23]2[N:24]=[C:25]([C:29]3[CH:34]=[CH:33][CH:32]=[CH:31][CH:30]=3)[O:26][C:27]=2[CH3:28])=[CH:19][CH:18]=1.Cl.C(=O)(O)[O-].[Na+], predict the reaction product. The product is: [CH3:28][C:27]1[O:26][C:25]([C:29]2[CH:30]=[CH:31][CH:32]=[CH:33][CH:34]=2)=[N:24][C:23]=1[CH2:22][O:21][C:20]1[CH:19]=[CH:18][C:17]([CH2:16][O:3]/[N:4]=[C:5](\[CH2:11][CH2:12][CH2:13][CH3:14])/[C:6]([OH:8])=[O:7])=[CH:36][CH:35]=1. (7) Given the reactants C[C:2]1[N:7]=[C:6]([C:8]2[C:13]([C:14]3[CH:15]=[CH:16][C:17]4[N:18]([N:20]=[CH:21][N:22]=4)[CH:19]=3)=[CH:12][CH:11]=[CH:10][N:9]=2)[CH:5]=[CH:4][CH:3]=1.ClC1C(C2C=CC3N(N=CN=3)C=2)=CC=CN=1.[Br-].N1C=CC=CC=1[Zn+], predict the reaction product. The product is: [N:9]1[CH:10]=[CH:11][CH:12]=[C:13]([C:14]2[CH:15]=[CH:16][C:17]3[N:18]([N:20]=[CH:21][N:22]=3)[CH:19]=2)[C:8]=1[C:6]1[CH:5]=[CH:4][CH:3]=[CH:2][N:7]=1.